This data is from NCI-60 drug combinations with 297,098 pairs across 59 cell lines. The task is: Regression. Given two drug SMILES strings and cell line genomic features, predict the synergy score measuring deviation from expected non-interaction effect. (1) Drug 1: C1CCN(CC1)CCOC2=CC=C(C=C2)C(=O)C3=C(SC4=C3C=CC(=C4)O)C5=CC=C(C=C5)O. Drug 2: CC(CN1CC(=O)NC(=O)C1)N2CC(=O)NC(=O)C2. Cell line: NCI-H460. Synergy scores: CSS=44.0, Synergy_ZIP=-1.17, Synergy_Bliss=-2.14, Synergy_Loewe=-2.66, Synergy_HSA=-2.14. (2) Drug 1: C1CN1C2=NC(=NC(=N2)N3CC3)N4CC4. Drug 2: CS(=O)(=O)OCCCCOS(=O)(=O)C. Cell line: BT-549. Synergy scores: CSS=12.9, Synergy_ZIP=-4.23, Synergy_Bliss=-0.642, Synergy_Loewe=-6.01, Synergy_HSA=-0.980. (3) Drug 1: CC1=C2C(C(=O)C3(C(CC4C(C3C(C(C2(C)C)(CC1OC(=O)C(C(C5=CC=CC=C5)NC(=O)OC(C)(C)C)O)O)OC(=O)C6=CC=CC=C6)(CO4)OC(=O)C)OC)C)OC. Drug 2: CC1=C2C(C(=O)C3(C(CC4C(C3C(C(C2(C)C)(CC1OC(=O)C(C(C5=CC=CC=C5)NC(=O)OC(C)(C)C)O)O)OC(=O)C6=CC=CC=C6)(CO4)OC(=O)C)O)C)O. Cell line: EKVX. Synergy scores: CSS=60.3, Synergy_ZIP=7.47, Synergy_Bliss=7.04, Synergy_Loewe=8.86, Synergy_HSA=11.8. (4) Drug 1: CS(=O)(=O)C1=CC(=C(C=C1)C(=O)NC2=CC(=C(C=C2)Cl)C3=CC=CC=N3)Cl. Drug 2: C1CCN(CC1)CCOC2=CC=C(C=C2)C(=O)C3=C(SC4=C3C=CC(=C4)O)C5=CC=C(C=C5)O. Cell line: SF-539. Synergy scores: CSS=10.3, Synergy_ZIP=-0.316, Synergy_Bliss=4.42, Synergy_Loewe=4.28, Synergy_HSA=4.63. (5) Drug 1: C1CC(C1)(C(=O)O)C(=O)O.[NH2-].[NH2-].[Pt+2]. Drug 2: CN1C2=C(C=C(C=C2)N(CCCl)CCCl)N=C1CCCC(=O)O.Cl. Cell line: UACC-257. Synergy scores: CSS=2.55, Synergy_ZIP=-1.64, Synergy_Bliss=-3.08, Synergy_Loewe=-4.52, Synergy_HSA=-3.51. (6) Drug 1: C1=CN(C(=O)N=C1N)C2C(C(C(O2)CO)O)O.Cl. Drug 2: CCCCC(=O)OCC(=O)C1(CC(C2=C(C1)C(=C3C(=C2O)C(=O)C4=C(C3=O)C=CC=C4OC)O)OC5CC(C(C(O5)C)O)NC(=O)C(F)(F)F)O. Cell line: RXF 393. Synergy scores: CSS=31.1, Synergy_ZIP=1.05, Synergy_Bliss=1.55, Synergy_Loewe=-6.11, Synergy_HSA=0.577. (7) Drug 1: COC1=CC(=CC(=C1O)OC)C2C3C(COC3=O)C(C4=CC5=C(C=C24)OCO5)OC6C(C(C7C(O6)COC(O7)C8=CC=CS8)O)O. Drug 2: C1C(C(OC1N2C=C(C(=O)NC2=O)F)CO)O. Cell line: HCT116. Synergy scores: CSS=64.9, Synergy_ZIP=-1.32, Synergy_Bliss=-1.30, Synergy_Loewe=1.16, Synergy_HSA=4.59. (8) Drug 1: C1CCC(CC1)NC(=O)N(CCCl)N=O. Drug 2: CC1C(C(CC(O1)OC2CC(OC(C2O)C)OC3=CC4=CC5=C(C(=O)C(C(C5)C(C(=O)C(C(C)O)O)OC)OC6CC(C(C(O6)C)O)OC7CC(C(C(O7)C)O)OC8CC(C(C(O8)C)O)(C)O)C(=C4C(=C3C)O)O)O)O. Cell line: MOLT-4. Synergy scores: CSS=55.4, Synergy_ZIP=18.0, Synergy_Bliss=15.8, Synergy_Loewe=12.8, Synergy_HSA=12.9. (9) Drug 1: CC1CCC2CC(C(=CC=CC=CC(CC(C(=O)C(C(C(=CC(C(=O)CC(OC(=O)C3CCCCN3C(=O)C(=O)C1(O2)O)C(C)CC4CCC(C(C4)OC)OCCO)C)C)O)OC)C)C)C)OC. Drug 2: C(CC(=O)O)C(=O)CN.Cl. Cell line: MDA-MB-231. Synergy scores: CSS=25.5, Synergy_ZIP=-4.29, Synergy_Bliss=-1.80, Synergy_Loewe=1.87, Synergy_HSA=2.94. (10) Drug 2: CC(C)NC(=O)C1=CC=C(C=C1)CNNC.Cl. Drug 1: C1CC(=O)NC(=O)C1N2C(=O)C3=CC=CC=C3C2=O. Synergy scores: CSS=1.07, Synergy_ZIP=-0.770, Synergy_Bliss=-2.36, Synergy_Loewe=-0.564, Synergy_HSA=-1.80. Cell line: SF-295.